This data is from Forward reaction prediction with 1.9M reactions from USPTO patents (1976-2016). The task is: Predict the product of the given reaction. (1) Given the reactants [Cl:1][C:2]1[C:7]([N:8]2[CH2:13][CH2:12][CH:11]([C:14]3[CH:19]=[C:18]([F:20])[C:17]([F:21])=[CH:16][C:15]=3[O:22][CH:23]([F:25])[F:24])[CH2:10][CH2:9]2)=[CH:6][N:5]=[N:4][C:3]=1[NH:26][NH2:27].C(=O)([O-])[O-].[Na+].[Na+].[CH:34]1([CH2:37][C:38](Cl)=[O:39])[CH2:36][CH2:35]1, predict the reaction product. The product is: [Cl:1][C:2]1[C:7]([N:8]2[CH2:9][CH2:10][CH:11]([C:14]3[CH:19]=[C:18]([F:20])[C:17]([F:21])=[CH:16][C:15]=3[O:22][CH:23]([F:25])[F:24])[CH2:12][CH2:13]2)=[CH:6][N:5]=[N:4][C:3]=1[NH:26][NH:27][C:38](=[O:39])[CH2:37][CH:34]1[CH2:36][CH2:35]1. (2) Given the reactants [Br:1][C:2]1[C:3](F)=[C:4]2[C:10]([NH:11][C:12](=[O:17])[CH2:13][CH2:14][O:15][CH3:16])=[CH:9][NH:8][C:5]2=[N:6][CH:7]=1.[NH:19]1[CH2:24][CH2:23][CH2:22][C@@H:21]([NH:25][C:26](=[O:32])[O:27][C:28]([CH3:31])([CH3:30])[CH3:29])[CH2:20]1, predict the reaction product. The product is: [Br:1][C:2]1[C:3]([N:19]2[CH2:24][CH2:23][CH2:22][C@@H:21]([NH:25][C:26](=[O:32])[O:27][C:28]([CH3:30])([CH3:29])[CH3:31])[CH2:20]2)=[C:4]2[C:10]([NH:11][C:12](=[O:17])[CH2:13][CH2:14][O:15][CH3:16])=[CH:9][NH:8][C:5]2=[N:6][CH:7]=1.